Task: Predict which catalyst facilitates the given reaction.. Dataset: Catalyst prediction with 721,799 reactions and 888 catalyst types from USPTO (1) Reactant: [NH2:1][CH:2]1[C:10]2[C:5](=[CH:6][CH:7]=[CH:8][CH:9]=2)[CH2:4][CH2:3]1.[C:11](Cl)(=[O:20])[C:12]1[CH:17]=[CH:16][CH:15]=[C:14]([O:18][CH3:19])[CH:13]=1. Product: [C:11]([NH:1][CH:2]1[C:10]2[C:5](=[CH:6][CH:7]=[CH:8][CH:9]=2)[CH2:4][CH2:3]1)(=[O:20])[C:12]1[CH:17]=[CH:16][CH:15]=[C:14]([O:18][CH3:19])[CH:13]=1. The catalyst class is: 81. (2) Reactant: C1(P(=[C:20]2[CH2:25][C:24](=[O:26])[NH:23][C:21]2=[O:22])(C2C=CC=CC=2)C2C=CC=CC=2)C=CC=CC=1.[Cl:27][C:28]1[CH:29]=[C:30]([CH:33]=[CH:34][C:35]=1[NH:36][C:37]1[C:42]([CH3:43])=[C:41]([NH:44][CH:45]2[CH2:47][CH2:46]2)[N:40]2[N:48]=[CH:49][C:50](C=O)=[C:39]2[N:38]=1)[C:31]#[N:32].C[N:54](C=O)C. Product: [Cl:27][C:28]1[CH:29]=[C:30]([CH:33]=[CH:34][C:35]=1[NH:36][C:37]1[C:42]([CH3:43])=[C:41]([NH:44][CH:45]2[CH2:46][CH2:47]2)[N:40]2[N:48]=[CH:49][C:50]([CH:25]=[C:20]3[C:21](=[O:22])[NH:23][C:24](=[O:26])[NH:54]3)=[C:39]2[N:38]=1)[C:31]#[N:32]. The catalyst class is: 40. (3) Reactant: [C:1]([N:4]1[CH2:9][CH2:8][CH:7]([CH2:10][CH2:11][C:12]([OH:14])=O)[CH2:6][CH2:5]1)(=[O:3])[CH3:2].[CH2:15]1[C:25]2=[C:26]3[C:21](=[CH:22][CH:23]=[CH:24]2)[CH2:20][CH2:19][C:18](=[O:27])[N:17]3[CH2:16]1.N.C1(C)C(CC#N)=CC=CC=1. Product: [C:1]([N:4]1[CH2:5][CH2:6][CH:7]([CH2:10][CH2:11][C:12]([C:23]2[CH:22]=[C:21]3[C:26]4=[C:25]([CH2:15][CH2:16][N:17]4[C:18](=[O:27])[CH2:19][CH2:20]3)[CH:24]=2)=[O:14])[CH2:8][CH2:9]1)(=[O:3])[CH3:2]. The catalyst class is: 6. (4) Reactant: [S:1]1[C:5]([CH:6]=[O:7])=[CH:4][N:3]=[CH:2]1.[F-].C([N+](CCCC)(CCCC)CCCC)CCC.[F:26][C:27]([Si](C)(C)C)([F:29])[F:28]. Product: [F:26][C:27]([F:29])([F:28])[CH:6]([C:5]1[S:1][CH:2]=[N:3][CH:4]=1)[OH:7]. The catalyst class is: 1. (5) Reactant: Cl[C:2]1[C:3](=[O:18])[N:4]([CH:15]([CH3:17])[CH3:16])[S:5](=[O:14])(=[O:13])[C:6]=1[C:7]1[CH:12]=[CH:11][CH:10]=[CH:9][CH:8]=1.[O:19]([CH2:26][CH2:27][NH2:28])[C:20]1[CH:25]=[CH:24][CH:23]=[CH:22][CH:21]=1. Product: [CH:15]([N:4]1[C:3](=[O:18])[C:2]([NH:28][CH2:27][CH2:26][O:19][C:20]2[CH:25]=[CH:24][CH:23]=[CH:22][CH:21]=2)=[C:6]([C:7]2[CH:12]=[CH:11][CH:10]=[CH:9][CH:8]=2)[S:5]1(=[O:14])=[O:13])([CH3:17])[CH3:16]. The catalyst class is: 23. (6) Reactant: [S:1]1[CH:5]=[CH:4][CH:3]=[C:2]1[SH:6].C(=O)([O-])[O-].[K+].[K+].Cl[CH2:14][C:15](=[O:26])[CH2:16][CH2:17][CH2:18][CH2:19][CH2:20][CH2:21][CH2:22][CH2:23][CH2:24][CH3:25]. Product: [S:1]1[CH:5]=[CH:4][CH:3]=[C:2]1[S:6][CH2:14][C:15](=[O:26])[CH2:16][CH2:17][CH2:18][CH2:19][CH2:20][CH2:21][CH2:22][CH2:23][CH2:24][CH3:25]. The catalyst class is: 21. (7) Reactant: CN(C=O)C.CS(O[CH2:11][C:12]1[O:16][N:15]=[C:14]([C@@H:17]2[CH2:21][CH2:20][CH2:19][N:18]2[C:22](=[O:37])[C:23]([F:36])([F:35])[C:24]2([OH:34])[CH2:29][C:28]([CH3:31])([CH3:30])[CH2:27][C:26]([CH3:33])([CH3:32])[CH2:25]2)[CH:13]=1)(=O)=O.[N:38]1[CH:43]=[CH:42][CH:41]=[CH:40][C:39]=1[OH:44].C([O-])([O-])=O.[K+].[K+]. Product: [F:36][C:23]([F:35])([C:24]1([OH:34])[CH2:25][C:26]([CH3:32])([CH3:33])[CH2:27][C:28]([CH3:31])([CH3:30])[CH2:29]1)[C:22]([N:18]1[CH2:19][CH2:20][CH2:21][C@H:17]1[C:14]1[CH:13]=[C:12]([CH2:11][N:38]2[CH:43]=[CH:42][CH:41]=[CH:40][C:39]2=[O:44])[O:16][N:15]=1)=[O:37]. The catalyst class is: 16. (8) Reactant: [Cl:1][C:2]1[CH:9]=[CH:8][C:5]([CH2:6][OH:7])=[CH:4][CH:3]=1.CC(C)([O-])C.[K+].F[C:17]1[CH:22]=[CH:21][C:20]([S:23]([C:26]2[C:37]([O:38][CH3:39])=[CH:36][C:29]3[CH2:30][CH2:31][N:32]([CH3:35])[CH2:33][CH2:34][C:28]=3[CH:27]=2)(=[O:25])=[O:24])=[CH:19][CH:18]=1.[Cl-].[NH4+]. Product: [Cl:1][C:2]1[CH:9]=[CH:8][C:5]([CH2:6][O:7][C:17]2[CH:22]=[CH:21][C:20]([S:23]([C:26]3[C:37]([O:38][CH3:39])=[CH:36][C:29]4[CH2:30][CH2:31][N:32]([CH3:35])[CH2:33][CH2:34][C:28]=4[CH:27]=3)(=[O:25])=[O:24])=[CH:19][CH:18]=2)=[CH:4][CH:3]=1. The catalyst class is: 7.